Dataset: Reaction yield outcomes from USPTO patents with 853,638 reactions. Task: Predict the reaction yield, written as a fraction of the theoretical maximum amount of product (1.0 means a 100% yield; for example, 0.34 means a 34% yield). (1) The reactants are [NH2:1][C:2]1[CH:7]=[CH:6][CH:5]=[CH:4][N:3]=1.C(N(CC)CC)C.[F:15][C:16]([F:27])([F:26])[C:17](O[C:17](=[O:18])[C:16]([F:27])([F:26])[F:15])=[O:18].O. The catalyst is C(OCC)(=O)C. The product is [F:15][C:16]([F:27])([F:26])[C:17]([N:1]=[C:2]1[CH:7]=[CH:6][CH:5]=[CH:4][NH:3]1)=[O:18]. The yield is 0.772. (2) The reactants are [S:1]1[C:10]2[CH2:9][CH2:8][C:7]3[CH:11]=[CH:12][CH:13]=[CH:14][C:6]=3[C:5](=O)[C:4]=2[CH:3]=[CH:2]1.[Cl:16][C:17]1[CH:25]=[C:24]([Cl:26])[CH:23]=[CH:22][C:18]=1[CH2:19][Mg]Cl. The catalyst is C1COCC1. The product is [Cl:16][C:17]1[CH:25]=[C:24]([Cl:26])[CH:23]=[CH:22][C:18]=1[CH:19]=[C:5]1[C:6]2[CH:14]=[CH:13][CH:12]=[CH:11][C:7]=2[CH2:8][CH2:9][C:10]2[S:1][CH:2]=[CH:3][C:4]1=2. The yield is 0.440. (3) The product is [Br:1][C:2]1[C:3]([CH3:11])=[C:4]([CH2:5][NH2:7])[CH:8]=[CH:9][CH:10]=1. The catalyst is C1COCC1. The reactants are [Br:1][C:2]1[C:3]([CH3:11])=[C:4]([CH:8]=[CH:9][CH:10]=1)[C:5]([NH2:7])=O.S(C)C.CO.Cl. The yield is 0.350. (4) The reactants are C[O:2][C:3](=[O:13])[C:4]1[CH:9]=[CH:8][C:7]([Br:10])=[C:6]([O:11][CH3:12])[CH:5]=1.C1COCC1.CO.[OH-].[Li+].Cl. The catalyst is O. The product is [Br:10][C:7]1[CH:8]=[CH:9][C:4]([C:3]([OH:13])=[O:2])=[CH:5][C:6]=1[O:11][CH3:12]. The yield is 0.560.